This data is from Catalyst prediction with 721,799 reactions and 888 catalyst types from USPTO. The task is: Predict which catalyst facilitates the given reaction. (1) Reactant: [C:1](Cl)(=[O:3])[CH3:2].[CH3:5][C@@H:6]([O:10][C:11]1[CH:20]=[CH:19][CH:18]=[C:17]2[C:12]=1[C:13]([NH:21][C:22]1[CH:27]=[CH:26][C:25]([O:28][C:29]3[CH:30]=[N:31][C:32]([CH3:35])=[CH:33][CH:34]=3)=[C:24]([CH3:36])[CH:23]=1)=[N:14][CH:15]=[N:16]2)[CH2:7][NH:8][CH3:9].CCN(C(C)C)C(C)C. Product: [CH3:9][N:8]([CH2:7][C@H:6]([O:10][C:11]1[CH:20]=[CH:19][CH:18]=[C:17]2[C:12]=1[C:13]([NH:21][C:22]1[CH:27]=[CH:26][C:25]([O:28][C:29]3[CH:30]=[N:31][C:32]([CH3:35])=[CH:33][CH:34]=3)=[C:24]([CH3:36])[CH:23]=1)=[N:14][CH:15]=[N:16]2)[CH3:5])[C:1](=[O:3])[CH3:2]. The catalyst class is: 2. (2) Reactant: [C:1]([NH:8][C@H:9]([C:11]([OH:13])=O)[CH3:10])([O:3][C:4]([CH3:7])([CH3:6])[CH3:5])=[O:2].CN(C(ON1N=NC2C=CC=NC1=2)=[N+](C)C)C.F[P-](F)(F)(F)(F)F.CCN(C(C)C)C(C)C.[CH3:47][O:48][C:49](=[O:63])[C@H:50]([NH:53][CH2:54][C:55]1[CH:60]=[CH:59][C:58]([O:61][CH3:62])=[CH:57][CH:56]=1)[CH2:51][CH3:52]. Product: [CH3:47][O:48][C:49](=[O:63])[C@H:50]([N:53]([C:11](=[O:13])[C@@H:9]([NH:8][C:1]([O:3][C:4]([CH3:5])([CH3:6])[CH3:7])=[O:2])[CH3:10])[CH2:54][C:55]1[CH:60]=[CH:59][C:58]([O:61][CH3:62])=[CH:57][CH:56]=1)[CH2:51][CH3:52]. The catalyst class is: 18. (3) Reactant: Cl[C:2]1C=[CH:10][C:5]([C:6]([NH:8][OH:9])=[NH:7])=[CH:4][CH:3]=1.C(C1C=NC=CC=1)#[N:13].Cl.NO.C(=O)([O-])[O-].[Na+].[Na+]. Product: [OH:9][NH:8][C:6](=[NH:7])[C:5]1[CH:4]=[CH:3][CH:2]=[N:13][CH:10]=1. The catalyst class is: 6. (4) Reactant: [CH:1]1([N:6]2[C:14]3[C:13]([C:15]([O:17][CH3:18])=[O:16])=[CH:12][NH:11][C:10](=O)[C:9]=3[CH:8]=[CH:7]2)[CH2:5][CH2:4][CH2:3][CH2:2]1.P(Cl)(Cl)([Cl:22])=O.[OH-].[Na+]. Product: [Cl:22][CH:10]1[C:9]2[CH:8]=[CH:7][N:6]([CH:1]3[CH2:5][CH2:4][CH2:3][CH2:2]3)[C:14]=2[C:13]([C:15]([O:17][CH3:18])=[O:16])=[CH:12][NH:11]1. The catalyst class is: 10. (5) Reactant: [C:1]([OH:8])(=[O:7])[CH2:2][CH2:3][C:4]([OH:6])=[O:5].O.O.O.O.O.O.[C:15]([O-:22])(=[O:21])[CH2:16][CH2:17][C:18]([O-:20])=[O:19].[Na+:23].[Na+]. Product: [C:1]([OH:8])(=[O:7])[CH2:2][CH2:3][C:4]([OH:6])=[O:5].[C:15]([O-:22])(=[O:21])[CH2:16][CH2:17][C:18]([O-:20])=[O:19].[Na+:23].[Na+:23]. The catalyst class is: 6. (6) Reactant: Br[CH2:2][CH2:3][CH2:4][CH2:5][CH2:6][CH2:7][CH2:8][CH2:9][C:10]1[CH:39]=[CH:38][C:13]([C:14]([NH:16][CH2:17][C:18]2[C:19]([NH:31][CH:32]3[CH2:37][CH2:36][O:35][CH2:34][CH2:33]3)=[C:20]3[CH:28]=[N:27][N:26]([CH2:29][CH3:30])[C:21]3=[N:22][C:23]=2[CH2:24][CH3:25])=[O:15])=[CH:12][CH:11]=1.[NH:40]1[CH2:45][CH2:44][O:43][CH2:42][CH2:41]1.C(N(CC)C(C)C)(C)C. Product: [CH2:29]([N:26]1[C:21]2=[N:22][C:23]([CH2:24][CH3:25])=[C:18]([CH2:17][NH:16][C:14](=[O:15])[C:13]3[CH:38]=[CH:39][C:10]([CH2:9][CH2:8][CH2:7][CH2:6][CH2:5][CH2:4][CH2:3][CH2:2][N:40]4[CH2:45][CH2:44][O:43][CH2:42][CH2:41]4)=[CH:11][CH:12]=3)[C:19]([NH:31][CH:32]3[CH2:37][CH2:36][O:35][CH2:34][CH2:33]3)=[C:20]2[CH:28]=[N:27]1)[CH3:30]. The catalyst class is: 9. (7) Reactant: [C:1]([O:5][C:6]([N:8]1[CH2:14][CH2:13][CH2:12][NH:11][CH2:10][CH2:9]1)=[O:7])([CH3:4])([CH3:3])[CH3:2].[CH3:15][C:16]1[O:20][C:19](=O)[NH:18][N:17]=1.CCN(C(C)C)C(C)C.F[P-](F)(F)(F)(F)F.CN([PH+](N(C)C)N(C)C)C. Product: [C:1]([O:5][C:6]([N:8]1[CH2:14][CH2:13][CH2:12][N:11]([C:19]2[O:20][C:16]([CH3:15])=[N:17][N:18]=2)[CH2:10][CH2:9]1)=[O:7])([CH3:4])([CH3:2])[CH3:3]. The catalyst class is: 3.